Dataset: Reaction yield outcomes from USPTO patents with 853,638 reactions. Task: Predict the reaction yield, written as a fraction of the theoretical maximum amount of product (1.0 means a 100% yield; for example, 0.34 means a 34% yield). (1) The reactants are [CH2:1]([O:3][C:4](=[O:24])[CH:5]=[C:6]([NH:13][C:14]1[CH:19]=[CH:18][C:17]([O:20][CH:21]([CH3:23])[CH3:22])=[CH:16][CH:15]=1)[CH2:7][C:8]([O:10][CH2:11][CH3:12])=[O:9])[CH3:2].[C:25]1(=O)[CH:30]=[CH:29][C:28](=[O:31])[CH:27]=[CH:26]1. The catalyst is CC#N. The product is [CH2:1]([O:3][C:4]([C:5]1[C:30]2[C:25](=[CH:26][CH:27]=[C:28]([OH:31])[CH:29]=2)[N:13]([C:14]2[CH:15]=[CH:16][C:17]([O:20][CH:21]([CH3:22])[CH3:23])=[CH:18][CH:19]=2)[C:6]=1[CH2:7][C:8]([O:10][CH2:11][CH3:12])=[O:9])=[O:24])[CH3:2]. The yield is 0.330. (2) The reactants are [N+:1]([C:4]1[CH:9]=[CH:8][CH:7]=[CH:6][C:5]=1[S:10](Cl)(=[O:12])=[O:11])([O-:3])=[O:2].[NH2:14][CH2:15][C:16]1[CH:21]=[CH:20][CH:19]=[CH:18][N:17]=1.CCN(CC)CC. The catalyst is C(Cl)Cl. The product is [N+:1]([C:4]1[CH:9]=[CH:8][CH:7]=[CH:6][C:5]=1[S:10]([N:17]1[CH:18]=[CH:19][CH:20]=[CH:21][CH:16]1[CH2:15][NH2:14])(=[O:12])=[O:11])([O-:3])=[O:2]. The yield is 0.780. (3) The reactants are [CH3:1][O:2][C:3]1[CH:4]=[C:5]2[C:10](=[CH:11][C:12]=1[O:13][CH3:14])[N:9]=[CH:8][N:7]=[C:6]2[O:15][C:16]1[CH:17]=[C:18]([CH:20]=[CH:21][CH:22]=1)[NH2:19].[C:23]([C:25]([C:28]1[CH:29]=[C:30]([NH:34][C:35](=O)[O:36]C2C=CC=CC=2)[CH:31]=[CH:32][CH:33]=1)([CH3:27])[CH3:26])#[N:24]. The catalyst is C1COCC1.CN(C1C=CN=CC=1)C. The product is [C:23]([C:25]([C:28]1[CH:29]=[C:30]([NH:34][C:35]([NH:19][C:18]2[CH:20]=[CH:21][CH:22]=[C:16]([O:15][C:6]3[C:5]4[C:10](=[CH:11][C:12]([O:13][CH3:14])=[C:3]([O:2][CH3:1])[CH:4]=4)[N:9]=[CH:8][N:7]=3)[CH:17]=2)=[O:36])[CH:31]=[CH:32][CH:33]=1)([CH3:27])[CH3:26])#[N:24]. The yield is 0.200. (4) The reactants are [CH2:1]([C:5]1[N:10]2[N:11]=[CH:12][N:13]=[C:9]2[N:8]([CH:14]2[CH2:19][CH2:18][C:17](=[O:20])[CH2:16][CH2:15]2)[C:7](=[O:21])[C:6]=1[CH2:22][C:23]1[CH:28]=[CH:27][C:26]([C:29]2[CH:34]=[CH:33][CH:32]=[CH:31][C:30]=2[C:35]2[NH:39][C:38](=[O:40])[O:37][N:36]=2)=[CH:25][CH:24]=1)[CH2:2][CH2:3][CH3:4].O1CCCC1.[BH4-].[Na+]. The catalyst is CO. The product is [CH2:1]([C:5]1[N:10]2[N:11]=[CH:12][N:13]=[C:9]2[N:8]([CH:14]2[CH2:19][CH2:18][CH:17]([OH:20])[CH2:16][CH2:15]2)[C:7](=[O:21])[C:6]=1[CH2:22][C:23]1[CH:28]=[CH:27][C:26]([C:29]2[CH:34]=[CH:33][CH:32]=[CH:31][C:30]=2[C:35]2[NH:39][C:38](=[O:40])[O:37][N:36]=2)=[CH:25][CH:24]=1)[CH2:2][CH2:3][CH3:4]. The yield is 0.480. (5) The reactants are [NH2:1][C:2]1[CH:10]=[C:9]([O:11][CH3:12])[CH:8]=[C:7]([O:13][CH3:14])[C:3]=1[C:4]([NH2:6])=[O:5].[CH3:15][O:16][C:17]1[CH:18]=[C:19]([CH:22]=[CH:23][CH:24]=1)[CH:20]=O.OS([O-])=O.[Na+].CC1C=CC(S(O)(=O)=O)=CC=1.O. The catalyst is CC(N(C)C)=O.CCOC(C)=O. The product is [CH3:14][O:13][C:7]1[CH:8]=[C:9]([O:11][CH3:12])[CH:10]=[C:2]2[C:3]=1[C:4](=[O:5])[NH:6][C:20]([C:19]1[CH:22]=[CH:23][CH:24]=[C:17]([O:16][CH3:15])[CH:18]=1)=[N:1]2. The yield is 0.690. (6) The catalyst is C(Cl)Cl. The yield is 0.460. The product is [CH2:1]([O:8][N:9]1[C:15](=[O:16])[N:14]2[CH2:17][C@H:10]1[CH2:11][CH2:12][C@H:13]2[C:18]([NH:23][O:22][CH3:21])=[O:20])[C:2]1[CH:3]=[CH:4][CH:5]=[CH:6][CH:7]=1. The reactants are [CH2:1]([O:8][N:9]1[C:15](=[O:16])[N:14]2[CH2:17][C@H:10]1[CH2:11][CH2:12][C@H:13]2[C:18]([OH:20])=O)[C:2]1[CH:7]=[CH:6][CH:5]=[CH:4][CH:3]=1.[CH3:21][O:22][NH2:23].ON1C2C=CC=CC=2N=N1.Cl.C(N=C=NCCCN(C)C)C. (7) The reactants are [Br:1][C:2]1[N:3]=[C:4]([C:9]#[C:10][Si](C)(C)C)[C:5]([NH2:8])=[N:6][CH:7]=1.[H-].[Na+].[C:17]1([CH3:27])[CH:22]=[CH:21][C:20]([S:23](Cl)(=[O:25])=[O:24])=[CH:19][CH:18]=1. The catalyst is CN(C=O)C. The product is [Br:1][C:2]1[N:3]=[C:4]2[CH:9]=[CH:10][N:8]([S:23]([C:20]3[CH:21]=[CH:22][C:17]([CH3:27])=[CH:18][CH:19]=3)(=[O:25])=[O:24])[C:5]2=[N:6][CH:7]=1. The yield is 0.520. (8) The reactants are [H-].[Na+].[Br:3][C:4]1[C:5]([F:24])=[CH:6][C:7]2[C:8]3[CH2:16][N:15]([C:17]([O:19][C:20]([CH3:23])([CH3:22])[CH3:21])=[O:18])[CH2:14][CH2:13][C:9]=3[NH:10][C:11]=2[CH:12]=1.I[CH3:26]. The catalyst is CN(C=O)C. The product is [Br:3][C:4]1[C:5]([F:24])=[CH:6][C:7]2[C:8]3[CH2:16][N:15]([C:17]([O:19][C:20]([CH3:21])([CH3:23])[CH3:22])=[O:18])[CH2:14][CH2:13][C:9]=3[N:10]([CH3:26])[C:11]=2[CH:12]=1. The yield is 0.830. (9) The reactants are [O:1]1[C:5]2[CH:6]=[CH:7][C:8]([CH2:10][C:11]#[N:12])=[CH:9][C:4]=2[O:3]C1.B(Br)(Br)Br.O. The catalyst is C(Cl)Cl. The product is [OH:3][C:4]1[CH:9]=[C:8]([CH2:10][C:11]#[N:12])[CH:7]=[CH:6][C:5]=1[OH:1]. The yield is 0.540. (10) The reactants are Cl[C:2]1[S:3][C:4]([CH:10]=O)=[C:5]([CH:7]([CH3:9])[CH3:8])[N:6]=1.C(OP([CH2:20][C:21]([O:23][CH2:24][CH3:25])=[O:22])(OCC)=O)C.[H-].[Na+].[N:28]1[C:32]2[CH:33]=[CH:34][CH:35]=[CH:36][C:31]=2[NH:30][CH:29]=1. The catalyst is O.CN(C)C=O. The product is [N:28]1([C:2]2[S:3][C:4](/[CH:10]=[CH:20]/[C:21]([O:23][CH2:24][CH3:25])=[O:22])=[C:5]([CH:7]([CH3:8])[CH3:9])[N:6]=2)[C:32]2[CH:33]=[CH:34][CH:35]=[CH:36][C:31]=2[N:30]=[CH:29]1. The yield is 0.840.